Dataset: Reaction yield outcomes from USPTO patents with 853,638 reactions. Task: Predict the reaction yield, written as a fraction of the theoretical maximum amount of product (1.0 means a 100% yield; for example, 0.34 means a 34% yield). The reactants are [C:1]([O:5][C:6]([N:8]1[CH2:12][CH:11]([CH2:13][OH:14])[CH:10]2[O:15][CH2:16][C:17]([O:20][CH3:21])([O:18][CH3:19])[CH:9]12)=[O:7])([CH3:4])([CH3:3])[CH3:2].CC(OI1(OC(C)=O)(OC(C)=O)OC(=O)C2C=CC=CC1=2)=O. The catalyst is C(Cl)Cl. The product is [C:1]([O:5][C:6]([N:8]1[CH2:12][CH:11]([CH:13]=[O:14])[CH:10]2[O:15][CH2:16][C:17]([O:20][CH3:21])([O:18][CH3:19])[CH:9]12)=[O:7])([CH3:4])([CH3:3])[CH3:2]. The yield is 0.790.